This data is from Catalyst prediction with 721,799 reactions and 888 catalyst types from USPTO. The task is: Predict which catalyst facilitates the given reaction. Reactant: [O-:1][S:2]([O-:5])(=O)=O.[Na+].[Na+].[CH3:8][O:9][C:10](=[O:19])[C:11]1[CH:16]=[CH:15][C:14]([Br:17])=[C:13]([NH2:18])[CH:12]=1.[CH3:20]CN(CC)CC.[Na+].[Cl-]. Product: [CH3:8][O:9][C:10](=[O:19])[C:11]1[CH:16]=[CH:15][C:14]([Br:17])=[C:13]([NH:18][S:2]([CH3:20])(=[O:5])=[O:1])[CH:12]=1. The catalyst class is: 4.